From a dataset of Experimentally validated miRNA-target interactions with 360,000+ pairs, plus equal number of negative samples. Binary Classification. Given a miRNA mature sequence and a target amino acid sequence, predict their likelihood of interaction. (1) The miRNA is mmu-miR-3475-3p with sequence UCUGGAGGCACAUGGUUUGAA. The protein sequence of the target gene is MAGIAAKLAKDREAAEGLGSHDRAIKYLNQDYEALRNECLEAGTLFQDPSFPAIPSALGFKELGPYSSKTRGIEWKRPTEICADPQFIIGGATRTDICQGALGDCWLLAAIASLTLNEEILARVVPLNQSFQENYAGIFHFQFWQYGEWVEVVVDDRLPTKDGELLFVHSAEGSEFWSALLEKAYAKINGCYEALSGGATTEGFEDFTGGIAEWYELKKPPPNLFKIIQKALQKGSLLGCSIDITSAADSEAITFQKLVKGHAYSVTGAEEVESNGSLQKLIRIRNPWGEVEWTGRWNDN.... Result: 0 (no interaction). (2) The miRNA is hsa-miR-214-3p with sequence ACAGCAGGCACAGACAGGCAGU. The protein sequence of the target gene is MGEQPIFTTRAHVFQIDPNTKKNWMPASKQAVTVSYFYDVTRNSYRIISVDGAKVIINSTITPNMTFTKTSQKFGQWADSRANTVFGLGFSSEQQLTKFAEKFQEVKEAAKIAKDKTQEKIETSSNHSQESGRETPSSTQASSVNGTDDEKASHAGPANTHLKSENDKLKIALTQSAANVKKWEIELQTLRESNARLTTALQESAASVEQWKRQFSICRDENDRLRNKIDELEEQCSEINREKEKNTQLKRRIEELEAELREKETELKDLRKQSEIIPQLMSECEYVSEKLEAAERDNQN.... Result: 1 (interaction). (3) The miRNA is hsa-miR-4485-3p with sequence UAACGGCCGCGGUACCCUAA. The protein sequence of the target gene is MEHLGPHHLHPGHAEPISFGIDQILNSPDQGGCMGPASRLQDGEYGLGCLVGGAYTYGGGGSAAATGAGGAGAYGTGGPGGPGGPAGGGGACSMGPLTGSYNVNMALAGGPGPGGGGGSSGGAGALSAAGVIRVPAHRPLAGAVAHPQPLATGLPTVPSVPAMPGVNNLTGLTFPWMESNRRYTKDRFTGHPYQNRTPPKKKKPRTSFTRLQICELEKRFHRQKYLASAERAALAKALKMTDAQVKTWFQNRRTKWRRQTAEEREAERQQANRILLQLQQEAFQKSLAQPLPADPLCVHN.... Result: 0 (no interaction). (4) The miRNA is hsa-miR-548ao-5p with sequence AGAAGUAACUACGGUUUUUGCA. The protein sequence of the target gene is MQLEIKVALNFIISYLYNKLPRRRADLFGEELERLLKKKYEGHWYPEKPLKGSGFRCVHIGEMVDPVVELAAKRSGLAVEDVRANVPEELSVWIDPFEVSYQIGEKGAVKVLYLDDSEGCGAPELDKEIKSSFNPDAQVFVPIGSQDSSLSNSPSPSFGQSPSPTFIPRSAQPITFTTASFAATKFGSTKMKKGGGAASGGGVASSGAGGQQPPQQPRMARSPTNSLLKHKSLSLSMHSLNFITANPAPQSQLSPNAKEFVYNGGGSPSLFFDAADGQGSGTPGPFGGSGAGTCNSSSFD.... Result: 1 (interaction). (5) The miRNA is dme-miR-2c-3p with sequence UAUCACAGCCAGCUUUGAUGGGC. The protein sequence of the target gene is MSCTLLKGVCTMKFLMMIVFLQVSACGAAPMNDSEFAEWYLSRFYDYGKDRIPMTKTKTNRNFLKEKLQEMQQFFGLEATGQLDNSTLAIMHIPRCGVPDVQHLRAVPQRSRWMKRYLTYRIYNYTPDMKREDVDYIFQKAFQVWSDVTPLRFRKLHKDEADIMILFAFGAHGDFNYFDGKGGTLAHAFYPGPGIQGDAHFDEAETWTKSFQGTNLFLVAVHELGHSLGLQHSNNPKSIMYPTYRYLNPSTFRLSADDIRNIQSLYGAPVKPPSLTKPSSPPSTFCHQSLSFDAVTTVGE.... Result: 0 (no interaction). (6) The miRNA is mmu-miR-30e-5p with sequence UGUAAACAUCCUUGACUGGAAG. The protein sequence of the target gene is MSQQGYVATPPYSQPQPGIGLSPPHYGHYGDPSHTASPTGMMKPAGPLGATATRGMLPPGPPPPGPHQFGQNGAHATGHPPQRFPGPPPVNNVASSHAPYQPSAQSSYPGPISTSSVTQLGSQLSAMQINSYGSGMAPPSQGPPGPLSATSLQTPPRPPQPSILQPGSQVLPPPPTTLNGPGASPLPLPMYRPDGLSGPPPPNAQYQPPPLPGQTLGAGYPPQQANSGPQMAGAQLSYPGGFPGGPAQMAGPPQPQKKLDPDSIPSPIQVIENDRASRGGQVYATNTRGQIPPLVTTDCM.... Result: 0 (no interaction).